Dataset: Peptide-MHC class II binding affinity with 134,281 pairs from IEDB. Task: Regression. Given a peptide amino acid sequence and an MHC pseudo amino acid sequence, predict their binding affinity value. This is MHC class II binding data. (1) The peptide sequence is TIPNIMFFSTMKRPS. The MHC is DRB1_0404 with pseudo-sequence DRB1_0404. The binding affinity (normalized) is 0.736. (2) The peptide sequence is EKKYFAATQFEPLAG. The MHC is DRB1_0701 with pseudo-sequence DRB1_0701. The binding affinity (normalized) is 0.810. (3) The peptide sequence is AALTAGTTVYGAFAA. The MHC is HLA-DQA10501-DQB10301 with pseudo-sequence HLA-DQA10501-DQB10301. The binding affinity (normalized) is 0.742. (4) The peptide sequence is ERKYFAATQFEPLAA. The MHC is DRB1_0101 with pseudo-sequence DRB1_0101. The binding affinity (normalized) is 0.673. (5) The peptide sequence is RFTISRDNAKNSLYL. The MHC is DRB1_0901 with pseudo-sequence DRB1_0901. The binding affinity (normalized) is 0.0850. (6) The peptide sequence is GGSILKISNKYHTKG. The MHC is DRB1_1201 with pseudo-sequence DRB1_1201. The binding affinity (normalized) is 0.433. (7) The peptide sequence is KAALSKFKEDVESAL. The MHC is DRB1_0101 with pseudo-sequence DRB1_0101. The binding affinity (normalized) is 0.153. (8) The peptide sequence is DEVFAILNLSIDS. The MHC is HLA-DPA10201-DPB10501 with pseudo-sequence HLA-DPA10201-DPB10501. The binding affinity (normalized) is 0.0839.